This data is from Reaction yield outcomes from USPTO patents with 853,638 reactions. The task is: Predict the reaction yield, written as a fraction of the theoretical maximum amount of product (1.0 means a 100% yield; for example, 0.34 means a 34% yield). (1) The reactants are [CH2:1]([O:8][C:9]1[CH:14]=[CH:13][C:12]([C:15]2[O:19][C:18]([CH3:21])([CH3:20])[C:17](=[O:22])[C:16]=2Br)=[CH:11][CH:10]=1)[C:2]1[CH:7]=[CH:6][CH:5]=[CH:4][CH:3]=1.[N:24]1[CH:29]=[CH:28][C:27](B(O)O)=[CH:26][CH:25]=1.C([O-])([O-])=O.[Cs+].[Cs+].O. The catalyst is C1(C)C=CC=CC=1.C1C=CC(P(C2C=CC=CC=2)[C-]2C=CC=C2)=CC=1.C1C=CC(P(C2C=CC=CC=2)[C-]2C=CC=C2)=CC=1.Cl[Pd]Cl.[Fe+2]. The product is [CH2:1]([O:8][C:9]1[CH:14]=[CH:13][C:12]([C:15]2[O:19][C:18]([CH3:21])([CH3:20])[C:17](=[O:22])[C:16]=2[C:27]2[CH:28]=[CH:29][N:24]=[CH:25][CH:26]=2)=[CH:11][CH:10]=1)[C:2]1[CH:7]=[CH:6][CH:5]=[CH:4][CH:3]=1. The yield is 0.620. (2) The reactants are [CH:1]1([C:4]2[CH:5]=[C:6]([NH:19][C:20]3[N:25]=[C:24]([CH3:26])[CH:23]=[CH:22][N:21]=3)[CH:7]=[C:8](B3OC(C)(C)C(C)(C)O3)[CH:9]=2)[CH2:3][CH2:2]1.Br[C:28]1[S:32][C:31]([C@@:33]2([OH:45])[CH2:38][CH2:37][C@H:36]([C:39]([O:41][CH3:42])=[O:40])[C:35]([CH3:44])([CH3:43])[CH2:34]2)=[N:30][CH:29]=1.O1CCOCC1.C(=O)(O)[O-].[Na+]. The catalyst is C1C=CC(P(C2C=CC=CC=2)[C-]2C=CC=C2)=CC=1.C1C=CC(P(C2C=CC=CC=2)[C-]2C=CC=C2)=CC=1.Cl[Pd]Cl.[Fe+2].C(Cl)Cl.O. The product is [CH:1]1([C:4]2[CH:9]=[C:8]([C:28]3[S:32][C:31]([C@@:33]4([OH:45])[CH2:38][CH2:37][C@H:36]([C:39]([O:41][CH3:42])=[O:40])[C:35]([CH3:43])([CH3:44])[CH2:34]4)=[N:30][CH:29]=3)[CH:7]=[C:6]([NH:19][C:20]3[N:25]=[C:24]([CH3:26])[CH:23]=[CH:22][N:21]=3)[CH:5]=2)[CH2:2][CH2:3]1. The yield is 0.490. (3) The reactants are [CH3:1][O:2][C:3]1[CH:4]=[C:5]([C:12]2[N:16]([CH3:17])[N:15]=[N:14][N:13]=2)[CH:6]=[CH:7][C:8]=1[N+:9]([O-])=O.CCO. The catalyst is CCOC(C)=O.[Pd]. The product is [CH3:1][O:2][C:3]1[CH:4]=[C:5]([C:12]2[N:16]([CH3:17])[N:15]=[N:14][N:13]=2)[CH:6]=[CH:7][C:8]=1[NH2:9]. The yield is 0.950. (4) The yield is 0.630. The catalyst is CO. The reactants are [CH2:1]([O:8][C:9]1[CH:14]=[CH:13][C:12]([CH:15]2[CH2:20][CH2:19][N:18](C(OC(C)(C)C)=O)[CH2:17][C:16]2([F:29])[F:28])=[CH:11][CH:10]=1)[C:2]1[CH:7]=[CH:6][CH:5]=[CH:4][CH:3]=1.Cl.O1CCOCC1. The product is [CH2:1]([O:8][C:9]1[CH:14]=[CH:13][C:12]([CH:15]2[CH2:20][CH2:19][NH:18][CH2:17][C:16]2([F:29])[F:28])=[CH:11][CH:10]=1)[C:2]1[CH:3]=[CH:4][CH:5]=[CH:6][CH:7]=1. (5) The reactants are C[O:2][C:3]1[CH:8]=[CH:7][CH:6]=[CH:5][C:4]=1[S:9][C:10]1[C:18]2[C:17]([NH:19][C@H:20]([C:22]3[N:27]([C:28]4[CH:33]=[CH:32][CH:31]=[CH:30][CH:29]=4)[C:26](=[O:34])[C:25]4=[C:35]([CH3:38])[CH:36]=[CH:37][N:24]4[N:23]=3)[CH3:21])=[N:16][CH:15]=[N:14][C:13]=2[N:12](COCC[Si](C)(C)C)[CH:11]=1.B(Br)(Br)Br.N. The catalyst is ClCCl. The product is [OH:2][C:3]1[CH:8]=[CH:7][CH:6]=[CH:5][C:4]=1[S:9][C:10]1[C:18]2[C:17]([NH:19][C@H:20]([C:22]3[N:27]([C:28]4[CH:33]=[CH:32][CH:31]=[CH:30][CH:29]=4)[C:26](=[O:34])[C:25]4=[C:35]([CH3:38])[CH:36]=[CH:37][N:24]4[N:23]=3)[CH3:21])=[N:16][CH:15]=[N:14][C:13]=2[NH:12][CH:11]=1. The yield is 0.470. (6) The reactants are C(O[C:4](=[C:6]([C:9]#[N:10])[C:7]#[N:8])[CH3:5])C.[CH3:11][O:12][C:13]1[CH:18]=[CH:17][C:16]([NH:19][NH2:20])=[CH:15][CH:14]=1.NN.Cl. The catalyst is CCO. The product is [NH2:10][C:9]1[N:19]([C:16]2[CH:17]=[CH:18][C:13]([O:12][CH3:11])=[CH:14][CH:15]=2)[N:20]=[C:4]([CH3:5])[C:6]=1[C:7]#[N:8]. The yield is 0.850.